This data is from Forward reaction prediction with 1.9M reactions from USPTO patents (1976-2016). The task is: Predict the product of the given reaction. (1) Given the reactants [CH:1]1([C:4]2[C:9]([NH2:10])=[CH:8][CH:7]=[C:6]([C:11]([F:14])([F:13])[F:12])[N:5]=2)[CH2:3][CH2:2]1.[I:15]I, predict the reaction product. The product is: [CH:1]1([C:4]2[C:9]([NH2:10])=[C:8]([I:15])[CH:7]=[C:6]([C:11]([F:14])([F:12])[F:13])[N:5]=2)[CH2:2][CH2:3]1. (2) The product is: [CH2:48]([C:42]1[CH:43]=[CH:44][C:45]([C:2]2[N:7]=[C:6]([O:8][CH2:9][CH2:10][CH2:11][O:12][C:14]3[CH:15]=[C:16]4[C:20](=[CH:21][CH:22]=3)[C@H:19]([CH2:23][C:24]([OH:26])=[O:25])[CH2:18][CH2:17]4)[CH:5]=[CH:4][N:3]=2)=[CH:46][CH:47]=1)[CH3:49]. Given the reactants Cl[C:2]1[N:7]=[C:6]([O:8][CH2:9][CH2:10][CH2:11][OH:12])[CH:5]=[CH:4][N:3]=1.O[C:14]1[CH:15]=[C:16]2[C:20](=[CH:21][CH:22]=1)[C@H:19]([CH2:23][C:24]([O:26]CC)=[O:25])[CH2:18][CH2:17]2.[CH:42]1[CH:47]=[CH:46][C:45](P([C:42]2[CH:47]=[CH:46][CH:45]=[CH:44][CH:43]=2)[C:42]2[CH:47]=[CH:46][CH:45]=[CH:44][CH:43]=2)=[CH:44][CH:43]=1.[CH2:48]1CCN(C(N=NC(N2CCCCC2)=O)=O)C[CH2:49]1, predict the reaction product. (3) Given the reactants N[C:2]1[CH:3]=[C:4](O)[C:5](=[CH:9][CH:10]=1)[C:6]([OH:8])=[O:7].[CH3:12][CH2:13][CH2:14][C@H:15]([NH:24][C:25]([C@H:27]1[N:34]([C:35]([C@@H:37]([NH:42][C:43]([C@@H:45]([NH:52][C:53]([C:55]2[CH:56]=[N:57][CH:58]=[CH:59][N:60]=2)=[O:54])[CH:46]2[CH2:51][CH2:50][CH2:49][CH2:48][CH2:47]2)=[O:44])[C:38]([CH3:41])([CH3:40])[CH3:39])=[O:36])[CH2:33][C@H:32]2[C@@H:28]1[CH2:29][CH2:30][CH2:31]2)=[O:26])[C:16]([C:18]([NH:20][CH:21]1[CH2:23][CH2:22]1)=[O:19])=[O:17], predict the reaction product. The product is: [CH3:12][CH2:13][CH2:14][C@H:15]([NH:24][C:25]([C@H:27]1[N:34]([C:35]([C@@H:37]([NH:42][C:43]([C@@H:45]([NH:52][C:53]([C:55]2[CH:56]=[N:57][CH:58]=[CH:59][N:60]=2)=[O:54])[CH:46]2[CH2:51][CH2:50][CH2:49][CH2:48][CH2:47]2)=[O:44])[C:38]([CH3:39])([CH3:40])[CH3:41])=[O:36])[CH2:33][C@H:32]2[C@@H:28]1[CH2:29][CH2:30][CH2:31]2)=[O:26])[C:16]([C:18]([NH:20][CH:21]1[CH2:22][CH2:23]1)=[O:19])=[O:17].[OH:17][C:2]1[CH:3]=[CH:4][C:5]([C:6]([OH:8])=[O:7])=[CH:9][CH:10]=1. (4) Given the reactants [CH3:1][C:2]1[NH:3][CH:4]=[C:5]([C:7]#[N:8])[N:6]=1.[I:9]N1C(=O)CCC1=O, predict the reaction product. The product is: [I:9][C:4]1[NH:3][C:2]([CH3:1])=[N:6][C:5]=1[C:7]#[N:8]. (5) Given the reactants [NH2:1][CH2:2][CH2:3][C:4]1[CH:27]=[CH:26][C:7]([NH:8][CH:9]2[CH2:14][CH2:13][N:12]([C:15]([NH:17][CH2:18][C:19]3[CH:24]=[CH:23][CH:22]=[CH:21][C:20]=3[F:25])=[O:16])[CH2:11][CH2:10]2)=[CH:6][CH:5]=1.C([Si]([O:45][C:46]1[CH:51]=[CH:50][C:49]([O:52][CH2:53][CH:54]2[CH2:56][O:55]2)=[CH:48][CH:47]=1)(C1C=CC=CC=1)C1C=CC=CC=1)(C)(C)C, predict the reaction product. The product is: [F:25][C:20]1[CH:21]=[CH:22][CH:23]=[CH:24][C:19]=1[CH2:18][NH:17][C:15]([N:12]1[CH2:11][CH2:10][CH:9]([NH:8][C:7]2[CH:6]=[CH:5][C:4]([CH2:3][CH2:2][NH:1][CH2:56][C@H:54]([OH:55])[CH2:53][O:52][C:49]3[CH:50]=[CH:51][C:46]([OH:45])=[CH:47][CH:48]=3)=[CH:27][CH:26]=2)[CH2:14][CH2:13]1)=[O:16]. (6) Given the reactants [F:1][C:2]1[CH:12]=[C:11]([C:13]2[CH:18]=[N:17][C:16]([O:19][CH2:20][CH:21]3[CH2:26][CH2:25][N:24]([CH2:27][C:28]4([C:32]([F:35])([F:34])[F:33])[CH2:31][CH2:30][CH2:29]4)[CH2:23][CH2:22]3)=[CH:15][N:14]=2)[CH:10]=[CH:9][C:3]=1[C:4]([O:6]CC)=[O:5].O[Li].O, predict the reaction product. The product is: [F:1][C:2]1[CH:12]=[C:11]([C:13]2[CH:18]=[N:17][C:16]([O:19][CH2:20][CH:21]3[CH2:22][CH2:23][N:24]([CH2:27][C:28]4([C:32]([F:34])([F:35])[F:33])[CH2:31][CH2:30][CH2:29]4)[CH2:25][CH2:26]3)=[CH:15][N:14]=2)[CH:10]=[CH:9][C:3]=1[C:4]([OH:6])=[O:5].